Dataset: Reaction yield outcomes from USPTO patents with 853,638 reactions. Task: Predict the reaction yield, written as a fraction of the theoretical maximum amount of product (1.0 means a 100% yield; for example, 0.34 means a 34% yield). (1) The yield is 0.180. The product is [CH2:4]1[N:3]2[C:12]3[CH:7]([CH2:8][C:9](=[O:18])[CH2:10][C:11]=3[CH:1]=[CH:2]2)[NH:14][CH2:6][CH2:5]1.[CH2:4]1[N:3]2[C:12]3[CH:7]([CH2:8][CH2:9][C:10](=[O:18])[C:11]=3[CH:1]=[CH:2]2)[CH2:6][NH:14][CH2:5]1. The reactants are [CH2:1]1[C:11]2=[C:12]3[C:7](=[CH:8][CH:9]=[CH:10]2)[C:6](=O)[CH2:5][CH2:4][N:3]3[CH2:2]1.[N-:14]=[N+]=[N-].[Na+].[OH-:18].[Na+]. No catalyst specified. (2) The reactants are [F:1][C:2]1[CH:7]=[C:6]([F:8])[CH:5]=[C:4](I)[C:3]=1[CH3:10].N#N.[CH3:13][CH2:14][OH:15].[Li][CH:17](CC)C.C1CCCCC1.B(F)(F)F.C(OCC)C. The catalyst is C1COCC1. The product is [F:1][C:2]1[C:3]([CH3:10])=[C:4]([CH2:13][C@H:14]([OH:15])[CH3:17])[CH:5]=[C:6]([F:8])[CH:7]=1. The yield is 0.320. (3) The reactants are Cl[CH2:2][C:3]1[N:4]=[C:5]2[C:10]([NH:11][CH2:12][C:13]3[C:18]([CH3:19])=[CH:17][CH:16]=[CH:15][C:14]=3[CH3:20])=[CH:9][CH:8]=[CH:7][N:6]2[C:21]=1[CH3:22].[CH3:23][S-:24].[Na+]. The catalyst is C(#N)C. The product is [CH3:20][C:14]1[CH:15]=[CH:16][CH:17]=[C:18]([CH3:19])[C:13]=1[CH2:12][NH:11][C:10]1[C:5]2[N:6]([C:21]([CH3:22])=[C:3]([CH2:2][S:24][CH3:23])[N:4]=2)[CH:7]=[CH:8][CH:9]=1. The yield is 0.240.